Dataset: Reaction yield outcomes from USPTO patents with 853,638 reactions. Task: Predict the reaction yield, written as a fraction of the theoretical maximum amount of product (1.0 means a 100% yield; for example, 0.34 means a 34% yield). The reactants are [F:1][C:2]([F:11])([F:10])[C:3]1[CH:9]=[CH:8][C:6]([NH2:7])=[CH:5][CH:4]=1.[C:12]1(Cl)[C:18](=O)C(Cl)=C(Cl)[C:14](=O)[C:13]=1Cl.Cl.C(=O)/C=C/C. The catalyst is CCCCO.O. The product is [CH3:14][C:13]1[CH:12]=[CH:18][C:8]2[C:6](=[CH:5][CH:4]=[C:3]([C:2]([F:10])([F:11])[F:1])[CH:9]=2)[N:7]=1. The yield is 0.720.